From a dataset of Aqueous solubility values for 9,982 compounds from the AqSolDB database. Regression/Classification. Given a drug SMILES string, predict its absorption, distribution, metabolism, or excretion properties. Task type varies by dataset: regression for continuous measurements (e.g., permeability, clearance, half-life) or binary classification for categorical outcomes (e.g., BBB penetration, CYP inhibition). For this dataset (solubility_aqsoldb), we predict Y. (1) The compound is COc1ccc(C(=O)Cc2c(CCN(C)C)cc3c(c2OC)OCO3)c(C(=O)O)c1OC. The Y is -2.54 log mol/L. (2) The molecule is ClCOCCl. The Y is -0.718 log mol/L. (3) The drug is COc1ccc2c(c1)[nH]c1c(C)nccc12. The Y is -4.48 log mol/L.